From a dataset of Merck oncology drug combination screen with 23,052 pairs across 39 cell lines. Regression. Given two drug SMILES strings and cell line genomic features, predict the synergy score measuring deviation from expected non-interaction effect. (1) Drug 1: O=C(O)C1(Cc2cccc(Nc3nccs3)n2)CCC(Oc2cccc(Cl)c2F)CC1. Drug 2: NC1CCCCC1N.O=C(O)C(=O)O.[Pt+2]. Cell line: SKMES1. Synergy scores: synergy=-6.50. (2) Drug 1: CCC1=CC2CN(C1)Cc1c([nH]c3ccccc13)C(C(=O)OC)(c1cc3c(cc1OC)N(C)C1C(O)(C(=O)OC)C(OC(C)=O)C4(CC)C=CCN5CCC31C54)C2. Drug 2: NC1(c2ccc(-c3nc4ccn5c(=O)[nH]nc5c4cc3-c3ccccc3)cc2)CCC1. Cell line: DLD1. Synergy scores: synergy=25.2. (3) Synergy scores: synergy=107. Drug 2: Cn1c(=O)n(-c2ccc(C(C)(C)C#N)cc2)c2c3cc(-c4cnc5ccccc5c4)ccc3ncc21. Cell line: NCIH2122. Drug 1: COC1CC2CCC(C)C(O)(O2)C(=O)C(=O)N2CCCCC2C(=O)OC(C(C)CC2CCC(OP(C)(C)=O)C(OC)C2)CC(=O)C(C)C=C(C)C(O)C(OC)C(=O)C(C)CC(C)C=CC=CC=C1C. (4) Drug 1: CC(C)CC(NC(=O)C(Cc1ccccc1)NC(=O)c1cnccn1)B(O)O. Drug 2: CNC(=O)c1cc(Oc2ccc(NC(=O)Nc3ccc(Cl)c(C(F)(F)F)c3)cc2)ccn1. Cell line: HT144. Synergy scores: synergy=-8.80. (5) Drug 1: Nc1ccn(C2OC(CO)C(O)C2(F)F)c(=O)n1. Drug 2: NC(=O)c1cccc2cn(-c3ccc(C4CCCNC4)cc3)nc12. Cell line: OV90. Synergy scores: synergy=3.09. (6) Cell line: NCIH1650. Synergy scores: synergy=26.9. Drug 1: CS(=O)(=O)CCNCc1ccc(-c2ccc3ncnc(Nc4ccc(OCc5cccc(F)c5)c(Cl)c4)c3c2)o1. Drug 2: COC1CC2CCC(C)C(O)(O2)C(=O)C(=O)N2CCCCC2C(=O)OC(C(C)CC2CCC(OP(C)(C)=O)C(OC)C2)CC(=O)C(C)C=C(C)C(O)C(OC)C(=O)C(C)CC(C)C=CC=CC=C1C. (7) Drug 1: COC1=C2CC(C)CC(OC)C(O)C(C)C=C(C)C(OC(N)=O)C(OC)C=CC=C(C)C(=O)NC(=CC1=O)C2=O. Drug 2: Cn1cc(-c2cnn3c(N)c(Br)c(C4CCCNC4)nc23)cn1. Cell line: NCIH2122. Synergy scores: synergy=-17.7.